This data is from Reaction yield outcomes from USPTO patents with 853,638 reactions. The task is: Predict the reaction yield, written as a fraction of the theoretical maximum amount of product (1.0 means a 100% yield; for example, 0.34 means a 34% yield). (1) The reactants are [CH2:1]([C:3]1[N:4]([C:28]2[CH:33]=[CH:32][C:31]([OH:34])=[CH:30][CH:29]=2)[C:5](=[O:27])[C:6]([CH2:12][C:13]2[CH:18]=[CH:17][C:16]([C:19]3[C:20]([C:25]#[N:26])=[CH:21][CH:22]=[CH:23][CH:24]=3)=[CH:15][CH:14]=2)=[C:7]([CH2:9][CH2:10][CH3:11])[N:8]=1)[CH3:2].[O:35]1[C:39]2([CH2:44][CH2:43][CH:42](O)[CH2:41][CH2:40]2)[O:38][CH2:37][CH2:36]1.N(C(OC(C)C)=O)=NC(OC(C)C)=O.C1(P(C2C=CC=CC=2)C2C=CC=CC=2)C=CC=CC=1. The catalyst is C(OCC)(=O)C.O1CCCC1. The product is [O:35]1[C:39]2([CH2:44][CH2:43][CH:42]([O:34][C:31]3[CH:32]=[CH:33][C:28]([N:4]4[C:5](=[O:27])[C:6]([CH2:12][C:13]5[CH:18]=[CH:17][C:16]([C:19]6[C:20]([C:25]#[N:26])=[CH:21][CH:22]=[CH:23][CH:24]=6)=[CH:15][CH:14]=5)=[C:7]([CH2:9][CH2:10][CH3:11])[N:8]=[C:3]4[CH2:1][CH3:2])=[CH:29][CH:30]=3)[CH2:41][CH2:40]2)[O:38][CH2:37][CH2:36]1. The yield is 0.980. (2) The reactants are C[O:2][C:3](=[O:17])[C:4]1[CH:9]=[C:8]([O:10][C:11]([F:14])([F:13])[F:12])[C:7]([Br:15])=[CH:6][C:5]=1[Cl:16].O.[OH-].[Li+]. The catalyst is CO. The product is [Br:15][C:7]1[C:8]([O:10][C:11]([F:12])([F:13])[F:14])=[CH:9][C:4]([C:3]([OH:17])=[O:2])=[C:5]([Cl:16])[CH:6]=1. The yield is 1.00. (3) The reactants are [OH:1][C:2]1[CH:11]=[CH:10][C:5]([C:6]([O:8][CH3:9])=[O:7])=[CH:4][C:3]=1I.[CH3:13][N:14](C(ON1N=NC2C=CC=CC1=2)=[N+](C)C)C.F[P-](F)(F)(F)(F)F.C1C=CC2N(O)N=NC=2C=1.Cl.CNOC.CCN(C(C)C)C(C)C. The catalyst is CN(C=O)C. The product is [C:13]([C:3]1[CH:4]=[C:5]([CH:10]=[CH:11][C:2]=1[OH:1])[C:6]([O:8][CH3:9])=[O:7])#[N:14]. The yield is 0.780. (4) The yield is 0.310. The product is [Br:1][C:2]1[CH:3]=[N:4][C:5]([NH:12][C:11]2[C:13]([N+:17]([O-:19])=[O:18])=[CH:14][CH:15]=[CH:16][C:10]=2[CH3:9])=[N:6][CH:7]=1. The catalyst is CN(C)C=O. The reactants are [Br:1][C:2]1[CH:3]=[N:4][C:5](Cl)=[N:6][CH:7]=1.[CH3:9][C:10]1[CH:16]=[CH:15][CH:14]=[C:13]([N+:17]([O-:19])=[O:18])[C:11]=1[NH2:12].CC(C)([O-])C.[K+]. (5) The reactants are [CH2:1]([O:4][C:5]([O:7][C@H:8]1[C@H:21]([OH:22])[C@@H:20]([CH2:23][O:24][CH2:25][C:26]2[CH:31]=[CH:30][CH:29]=[CH:28][CH:27]=2)[O:19][C@@H:10]([O:11][Si:12]([C:15]([CH3:18])([CH3:17])[CH3:16])([CH3:14])[CH3:13])[C@@H:9]1[N:32]=[N+:33]=[N-:34])=[O:6])[CH:2]=[CH2:3].N1C=NN=N1.C(N(CC)[P:43]1[O:49][CH2:48][C:47]2[CH:50]=[CH:51][CH:52]=[CH:53][C:46]=2[CH2:45][O:44]1)C.C1C=C(Cl)C=C(C(OO)=[O:64])C=1. The catalyst is C(Cl)Cl. The product is [CH2:1]([O:4][C:5]([O:7][C@H:8]1[C@H:21]([O:22][P:43]2(=[O:64])[O:44][CH2:45][C:46]3[CH:53]=[CH:52][CH:51]=[CH:50][C:47]=3[CH2:48][O:49]2)[C@@H:20]([CH2:23][O:24][CH2:25][C:26]2[CH:31]=[CH:30][CH:29]=[CH:28][CH:27]=2)[O:19][C@@H:10]([O:11][Si:12]([C:15]([CH3:18])([CH3:17])[CH3:16])([CH3:13])[CH3:14])[C@@H:9]1[N:32]=[N+:33]=[N-:34])=[O:6])[CH:2]=[CH2:3]. The yield is 0.890. (6) The reactants are Cl.[CH2:2]([NH:9][OH:10])[C:3]1[CH:8]=[CH:7][CH:6]=[CH:5][CH:4]=1.[C:11](=O)(O)[O-:12].[K+].C(OCC(F)(F)F)=O. The catalyst is C(OC)(C)(C)C. The product is [CH2:2]([N:9]([OH:10])[CH:11]=[O:12])[C:3]1[CH:8]=[CH:7][CH:6]=[CH:5][CH:4]=1. The yield is 0.960. (7) The reactants are [CH3:1][CH2:2][CH2-:3].[Mg+2].[Br-].CON(C)[C:9]([C:11]1[C:12]2[N:13]([C:18]([C:22]3[S:26][C:25]4[CH:27]=[CH:28][C:29]([F:31])=[CH:30][C:24]=4[C:23]=3[CH3:32])=[C:19]([CH3:21])[N:20]=2)[N:14]=[C:15]([CH3:17])[CH:16]=1)=[O:10]. The catalyst is C1COCC1. The product is [F:31][C:29]1[CH:28]=[CH:27][C:25]2[S:26][C:22]([C:18]3[N:13]4[N:14]=[C:15]([CH3:17])[CH:16]=[C:11]([C:9](=[O:10])[CH2:1][CH2:2][CH3:3])[C:12]4=[N:20][C:19]=3[CH3:21])=[C:23]([CH3:32])[C:24]=2[CH:30]=1. The yield is 0.420. (8) The reactants are [OH:1][CH2:2][CH2:3][CH2:4][CH2:5][N:6]1[C:10](=[O:11])[C:9]2[CH:12]=[CH:13][CH:14]=[CH:15][C:8]=2[S:7]1(=[O:17])=[O:16].C(N(CC)CC)C.[O:25](S(C)(=O)=O)[S:26]([CH3:29])(=O)=[O:27]. The catalyst is C(OCC)(=O)C. The product is [CH3:29][S:26]([O:1][CH2:2][CH2:3][CH2:4][CH2:5][N:6]1[C:10](=[O:11])[C:9]2[CH:12]=[CH:13][CH:14]=[CH:15][C:8]=2[S:7]1(=[O:16])=[O:17])(=[O:27])=[O:25]. The yield is 0.380. (9) The reactants are FC(F)(F)C(O)=O.C(OC([N:15]1[CH2:20][CH2:19][CH:18]([C:21]2[CH:26]=[C:25]([F:27])[C:24]([O:28][CH2:29][C:30]3[CH:35]=[CH:34][CH:33]=[CH:32][CH:31]=3)=[CH:23][C:22]=2[O:36][CH2:37][C:38]2[CH:43]=[CH:42][CH:41]=[CH:40][CH:39]=2)[CH2:17][CH2:16]1)=O)(C)(C)C.O. The catalyst is ClCCl. The product is [CH2:37]([O:36][C:22]1[CH:23]=[C:24]([O:28][CH2:29][C:30]2[CH:31]=[CH:32][CH:33]=[CH:34][CH:35]=2)[C:25]([F:27])=[CH:26][C:21]=1[CH:18]1[CH2:17][CH2:16][NH:15][CH2:20][CH2:19]1)[C:38]1[CH:43]=[CH:42][CH:41]=[CH:40][CH:39]=1. The yield is 1.00. (10) The reactants are [CH2:1]([NH:5][C@:6]12[CH2:41][CH2:40][C@@H:39]([C:42]([CH3:44])=[CH2:43])[C@@H:7]1[C@@H:8]1[C@@:21]([CH3:24])([CH2:22][CH2:23]2)[C@@:20]2([CH3:25])[C@@H:11]([C@:12]3([CH3:38])[C@@H:17]([CH2:18][CH2:19]2)[C:16]([CH3:27])([CH3:26])[C:15]([C:28]2[CH:37]=[CH:36][C:31]([C:32]([O:34]C)=[O:33])=[CH:30][CH:29]=2)=[CH:14][CH2:13]3)[CH2:10][CH2:9]1)[CH:2]([CH3:4])[CH3:3].[OH-].[Na+]. The catalyst is O1CCOCC1.CO. The product is [CH2:1]([NH:5][C@:6]12[CH2:41][CH2:40][C@@H:39]([C:42]([CH3:44])=[CH2:43])[C@@H:7]1[C@@H:8]1[C@@:21]([CH3:24])([CH2:22][CH2:23]2)[C@@:20]2([CH3:25])[C@@H:11]([C@:12]3([CH3:38])[C@@H:17]([CH2:18][CH2:19]2)[C:16]([CH3:26])([CH3:27])[C:15]([C:28]2[CH:29]=[CH:30][C:31]([C:32]([OH:34])=[O:33])=[CH:36][CH:37]=2)=[CH:14][CH2:13]3)[CH2:10][CH2:9]1)[CH:2]([CH3:4])[CH3:3]. The yield is 0.471.